This data is from Catalyst prediction with 721,799 reactions and 888 catalyst types from USPTO. The task is: Predict which catalyst facilitates the given reaction. (1) Reactant: [CH3:1][C:2]1[C:11]2[C:6](=[CH:7][CH:8]=[CH:9][CH:10]=2)[C:5]([C:12](Cl)=[O:13])=[CH:4][CH:3]=1.[NH2:15][C:16]1[C:17]([C:22]([NH:24][CH2:25][CH:26]2[CH2:31][CH2:30][CH2:29][CH2:28][CH2:27]2)=[O:23])=[N:18][CH:19]=[CH:20][CH:21]=1. Product: [CH:26]1([CH2:25][NH:24][C:22]([C:17]2[C:16]([NH:15][C:12]([C:5]3[C:6]4[C:11](=[CH:10][CH:9]=[CH:8][CH:7]=4)[C:2]([CH3:1])=[CH:3][CH:4]=3)=[O:13])=[CH:21][CH:20]=[CH:19][N:18]=2)=[O:23])[CH2:31][CH2:30][CH2:29][CH2:28][CH2:27]1. The catalyst class is: 79. (2) Reactant: [F:1][C:2]([F:44])([F:43])[C:3]1[CH:4]=[C:5]([CH:40]=[CH:41][CH:42]=1)[CH2:6][NH:7][C:8]([C:10]1[CH:15]=[CH:14][N:13]=[C:12]([C:16]2[CH:21]=[C:20]([N:22]3[CH2:27][CH2:26][CH2:25][CH2:24][CH2:23]3)[CH:19]=[CH:18][C:17]=2[NH:28][C:29]([C:31]2[CH:32]=[C:33]([CH:37]=[CH:38][CH:39]=2)[C:34](O)=[O:35])=[O:30])[CH:11]=1)=[O:9].CN(CCN1CCOCC1)C(=O)C1C=CC=[C:50]([C:51]([NH:53][C:54]2C=CC(N3CCCCC3)=C[C:55]=2[C:66]2C=C(C(=O)NCC3C=CC=C(C(F)(F)F)C=3)C=[CH:68][N:67]=2)=[O:52])C=1.CC#N.N1CC[C@H](NC(=O)C)C1. Product: [C:51]([NH:53][C@H:54]1[CH2:55][CH2:66][N:67]([C:34]([C:33]2[CH:32]=[C:31]([CH:39]=[CH:38][CH:37]=2)[C:29]([NH:28][C:17]2[CH:18]=[CH:19][C:20]([N:22]3[CH2:27][CH2:26][CH2:25][CH2:24][CH2:23]3)=[CH:21][C:16]=2[C:12]2[CH:11]=[C:10]([CH:15]=[CH:14][N:13]=2)[C:8]([NH:7][CH2:6][C:5]2[CH:40]=[CH:41][CH:42]=[C:3]([C:2]([F:1])([F:44])[F:43])[CH:4]=2)=[O:9])=[O:30])=[O:35])[CH2:68]1)(=[O:52])[CH3:50]. The catalyst class is: 3. (3) Reactant: [F:1][C:2]([F:22])([F:21])[C:3]1[CH:20]=[CH:19][CH:18]=[CH:17][C:4]=1[CH:5]=[C:6]1[CH2:9][N:8]([C:10]([O:12][C:13]([CH3:16])([CH3:15])[CH3:14])=[O:11])[CH2:7]1.[H][H]. Product: [F:21][C:2]([F:1])([F:22])[C:3]1[CH:20]=[CH:19][CH:18]=[CH:17][C:4]=1[CH2:5][CH:6]1[CH2:9][N:8]([C:10]([O:12][C:13]([CH3:16])([CH3:15])[CH3:14])=[O:11])[CH2:7]1. The catalyst class is: 153. (4) Reactant: [N+:1]([C:4]1[CH:9]=[CH:8][C:7]([C@H:10]([NH:12][C:13]([C:15]2[CH:20]=[CH:19][CH:18]=[CH:17][N:16]=2)=[O:14])[CH3:11])=[CH:6][CH:5]=1)([O-])=O.[H][H]. Product: [NH2:1][C:4]1[CH:9]=[CH:8][C:7]([C@H:10]([NH:12][C:13]([C:15]2[CH:20]=[CH:19][CH:18]=[CH:17][N:16]=2)=[O:14])[CH3:11])=[CH:6][CH:5]=1. The catalyst class is: 19.